This data is from Forward reaction prediction with 1.9M reactions from USPTO patents (1976-2016). The task is: Predict the product of the given reaction. (1) Given the reactants ClC(Cl)(Cl)CO[C:5](=[O:26])[NH:6][C:7]1[N:8]([C:16]2[CH:21]=[CH:20][CH:19]=[C:18]([O:22][CH2:23][CH2:24][OH:25])[CH:17]=2)[N:9]=[C:10]([C:12]([CH3:15])([CH3:14])[CH3:13])[CH:11]=1.[CH3:29][C@H:30]1[CH2:35][CH2:34][CH2:33][C@@H:32](C)[N:31]1[C:37]1[N:41]2[CH:42]=[C:43]([O:46][CH:47]3[CH2:52][CH2:51][CH:50]([NH2:53])[CH2:49][CH2:48]3)[CH:44]=[CH:45][C:40]2=[N:39][N:38]=1.CCN(C(C)C)C(C)C, predict the reaction product. The product is: [C:12]([C:10]1[CH:11]=[C:7]([NH:6][C:5]([NH:53][CH:50]2[CH2:51][CH2:52][CH:47]([O:46][C:43]3[CH:44]=[CH:45][C:40]4[N:41]([C:37]([N:31]5[CH2:32][CH2:33][CH2:34][CH2:35][C@@H:30]5[CH3:29])=[N:38][N:39]=4)[CH:42]=3)[CH2:48][CH2:49]2)=[O:26])[N:8]([C:16]2[CH:21]=[CH:20][CH:19]=[C:18]([O:22][CH2:23][CH2:24][OH:25])[CH:17]=2)[N:9]=1)([CH3:14])([CH3:13])[CH3:15]. (2) Given the reactants [CH3:1][C@H:2]1[C@H:11]2[C@@:6]([C:13]3[CH:14]=[C:15]([CH:20]=[CH:21][CH:22]=3)[C:16]([O:18][CH3:19])=[O:17])([C:7](=[O:12])[CH2:8][CH2:9][CH2:10]2)[CH2:5][CH2:4][C:3]21[O:26][CH2:25][CH2:24][O:23]2.[CH:27](OCC)=[O:28].CC(C)([O-])C.[K+].O1CCCC1, predict the reaction product. The product is: [OH:28]/[CH:27]=[C:8]1\[C:7](=[O:12])[C@:6]2([C:13]3[CH:14]=[C:15]([CH:20]=[CH:21][CH:22]=3)[C:16]([O:18][CH3:19])=[O:17])[C@@H:11]([CH2:10][CH2:9]\1)[C@H:2]([CH3:1])[C:3]1([O:23][CH2:24][CH2:25][O:26]1)[CH2:4][CH2:5]2. (3) Given the reactants [N+:1]([C:4]1[C:5]([CH:14]=[CH2:15])=[C:6]([CH:11]=[CH:12][CH:13]=1)[C:7]([O:9][CH3:10])=[O:8])([O-])=O, predict the reaction product. The product is: [NH2:1][C:4]1[C:5]([CH2:14][CH3:15])=[C:6]([CH:11]=[CH:12][CH:13]=1)[C:7]([O:9][CH3:10])=[O:8].